From a dataset of Drug half-life prediction data from Obach et al.. Regression/Classification. Given a drug SMILES string, predict its absorption, distribution, metabolism, or excretion properties. Task type varies by dataset: regression for continuous measurements (e.g., permeability, clearance, half-life) or binary classification for categorical outcomes (e.g., BBB penetration, CYP inhibition). For this dataset (half_life_obach), we predict log10(half-life) (log10 of half-life in hours). (1) The drug is CN(CCOc1ccc(NS(C)(=O)=O)cc1)CCc1ccc(NS(C)(=O)=O)cc1. The log10(half-life) is 0.910. (2) The compound is CCOc1ccc(/C=C2\NCCc3cc(OCC)c(OCC)cc32)cc1OCC. The log10(half-life) is 0.970. (3) The drug is NC[C@H]1O[C@H](O[C@@H]2[C@@H](N)C[C@@H](N)[C@H](O)[C@H]2O[C@@H]2O[C@H](CO)[C@@H](O)[C@H]2O)[C@H](N)[C@@H](O)[C@@H]1O. The log10(half-life) is 0.400. (4) The drug is CCOc1ccccc1OCCN[C@H](C)Cc1ccc(OC)c(S(N)(=O)=O)c1. The log10(half-life) is 0.830. (5) The molecule is CC(=O)N(CC(O)CO)c1c(I)c(C(=O)NCC(O)CO)c(I)c(C(=O)NCC(O)CO)c1I. The log10(half-life) is 0.180. (6) The molecule is CCOC(=O)C1(c2ccccc2)CCC=CC1N(C)C. The log10(half-life) is 0.700. (7) The drug is COC(=O)C1=C(C)NC(C)=C(C(=O)OCC(C)C)C1c1ccccc1[N+](=O)[O-]. The log10(half-life) is 1.04. (8) The compound is N[C@H](C(=O)O)[C@@H]1CC(Cl)=NO1. The log10(half-life) is 1.00.